From a dataset of Forward reaction prediction with 1.9M reactions from USPTO patents (1976-2016). Predict the product of the given reaction. (1) The product is: [CH3:24][O:25][C:26](=[O:35])[C:27]1[CH:32]=[CH:31][C:30]([CH3:33])=[C:29]([NH:34][C:20]([C:14]2[C:15](=[O:19])[NH:16][C:17]3[C:12]([CH:13]=2)=[CH:11][N:10]=[C:9]([NH:8][CH2:7][CH:5]2[CH2:4][O:3][C:2]([CH3:1])([CH3:23])[O:6]2)[CH:18]=3)=[O:22])[CH:28]=1. Given the reactants [CH3:1][C:2]1([CH3:23])[O:6][CH:5]([CH2:7][NH:8][C:9]2[CH:18]=[C:17]3[C:12]([CH:13]=[C:14]([C:20]([OH:22])=O)[C:15](=[O:19])[NH:16]3)=[CH:11][N:10]=2)[CH2:4][O:3]1.[CH3:24][O:25][C:26](=[O:35])[C:27]1[CH:32]=[CH:31][C:30]([CH3:33])=[C:29]([NH2:34])[CH:28]=1, predict the reaction product. (2) Given the reactants [Br:1][C:2]1[CH:7]=[CH:6][CH:5]=[CH:4][C:3]=1[OH:8].[CH2:9](Br)[C:10]#[CH:11].C(=O)([O-])[O-].[K+].[K+].C(OCC)(=O)C, predict the reaction product. The product is: [CH2:11]([O:8][C:3]1[CH:4]=[CH:5][CH:6]=[CH:7][C:2]=1[Br:1])[C:10]#[CH:9]. (3) Given the reactants Br[C:2]1[CH:11]=[C:10]2[C:5]([C:6]([CH3:25])=[C:7]([C:14]([NH:16][CH2:17][C:18]3[CH:23]=[CH:22][CH:21]=[C:20]([F:24])[CH:19]=3)=[O:15])[C:8](=[O:13])[N:9]2[CH3:12])=[CH:4][CH:3]=1.[CH3:26][N:27](CCN(C)C)C.CCOC(C)=O.CCCCCC, predict the reaction product. The product is: [C:26]([C:2]1[CH:11]=[C:10]2[C:5]([C:6]([CH3:25])=[C:7]([C:14]([NH:16][CH2:17][C:18]3[CH:23]=[CH:22][CH:21]=[C:20]([F:24])[CH:19]=3)=[O:15])[C:8](=[O:13])[N:9]2[CH3:12])=[CH:4][CH:3]=1)#[N:27].